From a dataset of Catalyst prediction with 721,799 reactions and 888 catalyst types from USPTO. Predict which catalyst facilitates the given reaction. (1) Reactant: [CH:1]1([N:4]([CH:34]2[CH2:36][CH2:35]2)[C:5]([C:7]2[N:31]([CH2:32][CH3:33])[C:10]3=[N:11][C:12]([NH:19]/[C:20](/SC)=[CH:21]/[C:22](=O)[CH:23]([O:26]C)OC)=[C:13]4[N:17]=[CH:16][N:15]([CH3:18])[C:14]4=[C:9]3[CH:8]=2)=[O:6])[CH2:3][CH2:2]1.CN(C(O[N:45]1[N:53]=N[C:47]2C=CC=N[C:46]1=2)=[N+](C)C)C.F[P-](F)(F)(F)(F)F.[CH3:61][NH:62][CH3:63].O. Product: [CH:1]1([N:4]([CH:34]2[CH2:36][CH2:35]2)[C:5]([C:7]2[N:31]([CH2:32][CH3:33])[C:10]3=[N:11][C:12]([NH:19][C:20]4[CH:21]=[C:22]([C:23](=[O:26])[N:62]([CH3:63])[CH3:61])[N:45]([CH2:46][CH3:47])[N:53]=4)=[C:13]4[N:17]=[CH:16][N:15]([CH3:18])[C:14]4=[C:9]3[CH:8]=2)=[O:6])[CH2:3][CH2:2]1. The catalyst class is: 3. (2) The catalyst class is: 1. Product: [N:4]1[CH2:1][CH2:3][CH2:7][C:5]=1[CH:6]=[C:14]([NH:15][CH2:16][CH3:17])[CH3:13]. Reactant: [CH:1]([NH:4][CH:5]([CH3:7])[CH3:6])([CH3:3])C.[Li]CCCC.[CH3:13][C:14]1C[CH2:17][CH2:16][N:15]=1.C(OC(=O)C)C. (3) Reactant: [OH:1][C:2]1[CH:7]=[C:6]([O:8][CH3:9])[CH:5]=[CH:4][C:3]=1[NH:10][C:11](=[O:13])[CH3:12].[N+](C1C=C(S(O[CH2:27][C@@H:28]2[CH2:30][O:29]2)(=O)=O)C=CC=1)([O-])=O.C(=O)([O-])[O-].[Cs+].[Cs+].N#N. Product: [CH3:9][O:8][C:6]1[CH:5]=[CH:4][C:3]([NH:10][C:11](=[O:13])[CH3:12])=[C:2]([O:1][CH2:27][C@@H:28]2[CH2:30][O:29]2)[CH:7]=1. The catalyst class is: 384. (4) Reactant: Cl.[N:2]1[CH:7]=[CH:6][CH:5]=[CH:4][C:3]=1[C:8](=[S:10])[NH2:9].C(=O)([O-])[O-].[Ca+2].Br[CH:17]([C:30]1[CH:35]=[CH:34][CH:33]=[CH:32][CH:31]=1)[C:18]([C:20]1[C:29]2[C:24](=[CH:25][CH:26]=[CH:27][CH:28]=2)[CH:23]=[CH:22][CH:21]=1)=O.Cl. Product: [C:20]1([C:18]2[N:9]=[C:8]([C:3]3[CH:4]=[CH:5][CH:6]=[CH:7][N:2]=3)[S:10][C:17]=2[C:30]2[CH:35]=[CH:34][CH:33]=[CH:32][CH:31]=2)[C:29]2[C:24](=[CH:25][CH:26]=[CH:27][CH:28]=2)[CH:23]=[CH:22][CH:21]=1. The catalyst class is: 41. (5) Product: [CH2:18]([O:17][C:15](=[O:16])[CH:14]([CH2:20][S:9][CH2:2][C:3]1[CH:8]=[CH:7][CH:6]=[CH:5][CH:4]=1)[CH2:26][S:9][CH2:2][C:3]1[CH:8]=[CH:7][CH:6]=[CH:5][CH:4]=1)[CH3:19]. The catalyst class is: 8. Reactant: [Na].[CH2:2]([SH:9])[C:3]1[CH:8]=[CH:7][CH:6]=[CH:5][CH:4]=1.C(OC(=O)[C:14]([CH2:26]OS(C)(=O)=O)([CH2:20]OS(C)(=O)=O)[C:15]([O:17][CH2:18][CH3:19])=[O:16])C. (6) Reactant: [CH3:1][O:2][C:3]1[CH:8]=[C:7]([O:9][CH3:10])[N:6]=[C:5]([NH:11][C:12]2[CH:17]=[CH:16][C:15](C)=[CH:14][C:13]=2[N+:19]([O-])=O)[N:4]=1.[H][H].[C:24](OCC)(=O)C. Product: [CH3:10][O:9][C:7]1[CH:8]=[C:3]([O:2][CH3:1])[N:4]=[C:5]([NH:11][C:12]2[C:13]([NH2:19])=[CH:14][CH:15]=[C:16]([CH3:24])[CH:17]=2)[N:6]=1. The catalyst class is: 719.